The task is: Predict the reactants needed to synthesize the given product.. This data is from Full USPTO retrosynthesis dataset with 1.9M reactions from patents (1976-2016). (1) Given the product [NH:3]1[CH:4]=[CH:5][N:1]=[C:2]1[CH2:6][C:7]1([C:21]([NH:54][C:53]2[CH:55]=[C:56]([C:58]([F:59])([F:60])[F:61])[CH:57]=[C:51]([C:50]([F:49])([F:62])[F:63])[CH:52]=2)=[O:23])[CH2:11][C:10](=[O:12])[N:9]([C:13]2[C:14]([CH3:20])=[CH:15][CH:16]=[CH:17][C:18]=2[CH3:19])[CH2:8]1, predict the reactants needed to synthesize it. The reactants are: [NH:1]1[CH:5]=[CH:4][N:3]=[C:2]1[CH2:6][C:7]1([C:21]([O:23]C(C)(C)C)=O)[CH2:11][C:10](=[O:12])[N:9]([C:13]2[C:18]([CH3:19])=[CH:17][CH:16]=[CH:15][C:14]=2[CH3:20])[CH2:8]1.C(C1NC=CN=1)(C1NC=CN=1)=O.C(N(C(C)C)CC)(C)C.[F:49][C:50]([F:63])([F:62])[C:51]1[CH:52]=[C:53]([CH:55]=[C:56]([C:58]([F:61])([F:60])[F:59])[CH:57]=1)[NH2:54]. (2) Given the product [CH2:19]([N:26]1[CH2:31][CH2:30][N:29]([C:16]([C:14]2[S:15][C:11]([C:5]3[CH:4]=[C:3]([CH2:1][CH3:2])[C:8](=[O:9])[NH:7][C:6]=3[CH3:10])=[CH:12][CH:13]=2)=[O:18])[CH2:28][CH2:27]1)[C:20]1[CH:21]=[CH:22][CH:23]=[CH:24][CH:25]=1, predict the reactants needed to synthesize it. The reactants are: [CH2:1]([C:3]1[C:8](=[O:9])[NH:7][C:6]([CH3:10])=[C:5]([C:11]2[S:15][C:14]([C:16]([OH:18])=O)=[CH:13][CH:12]=2)[CH:4]=1)[CH3:2].[CH2:19]([N:26]1[CH2:31][CH2:30][NH:29][CH2:28][CH2:27]1)[C:20]1[CH:25]=[CH:24][CH:23]=[CH:22][CH:21]=1. (3) Given the product [Br:31][C:28]1[N:27]=[CH:26][C:25]([CH2:24][N:17]2[C:9]3[C:8](=[CH:13][CH:12]=[CH:11][C:10]=3[Cl:14])[C:6](=[O:7])[C:5]([C:4]([O:3][CH2:1][CH3:2])=[O:18])=[N:16]2)=[CH:30][CH:29]=1, predict the reactants needed to synthesize it. The reactants are: [CH2:1]([O:3][C:4](=[O:18])[C:5](=[N:16][NH2:17])[C:6]([C:8]1[CH:13]=[CH:12][CH:11]=[C:10]([Cl:14])[C:9]=1F)=[O:7])[CH3:2].CS(O[CH2:24][C:25]1[CH:26]=[N:27][C:28]([Br:31])=[CH:29][CH:30]=1)(=O)=O.[H-].[Na+].[Cl-].[NH4+].